This data is from Full USPTO retrosynthesis dataset with 1.9M reactions from patents (1976-2016). The task is: Predict the reactants needed to synthesize the given product. (1) Given the product [C:62]([C:61]1[CH:64]=[CH:65][C:58]([CH2:57][CH2:56][NH:55][C:24](=[O:26])[CH2:23][C@@H:13]2[C:14](=[O:22])[NH:15][C:16]3[C:21](=[CH:20][CH:19]=[CH:18][CH:17]=3)[N:12]2[S:9]([C:4]2[CH:5]=[CH:6][C:7]([Cl:8])=[C:2]([Cl:1])[CH:3]=2)(=[O:11])=[O:10])=[CH:59][CH:60]=1)#[N:63], predict the reactants needed to synthesize it. The reactants are: [Cl:1][C:2]1[CH:3]=[C:4]([S:9]([N:12]2[C:21]3[C:16](=[CH:17][CH:18]=[CH:19][CH:20]=3)[NH:15][C:14](=[O:22])[C@H:13]2[CH2:23][C:24]([OH:26])=O)(=[O:11])=[O:10])[CH:5]=[CH:6][C:7]=1[Cl:8].CCN(CC)CC.CCN=C=NCCCN(C)C.C1C=NC2N(O)N=NC=2C=1.[NH2:55][CH2:56][CH2:57][C:58]1[CH:65]=[CH:64][C:61]([C:62]#[N:63])=[CH:60][CH:59]=1. (2) Given the product [NH2:1][C:2]1[NH:3][C:4](=[O:22])[C:5]2[N:6]=[CH:7][N:8]([C@H:11]3[C@H:15]([OH:16])[C@H:14]([OH:17])[C@@H:13]([CH2:18][NH2:19])[O:12]3)[C:9]=2[N:10]=1, predict the reactants needed to synthesize it. The reactants are: [NH2:1][C:2]1[NH:3][C:4](=[O:22])[C:5]2[N:6]=[CH:7][N:8]([C@H:11]3[C@H:15]([OH:16])[C@H:14]([OH:17])[C@@H:13]([CH2:18][N:19]=[N+]=[N-])[O:12]3)[C:9]=2[N:10]=1.C1(P(C2C=CC=CC=2)C2C=CC=CC=2)C=CC=CC=1.O.N. (3) Given the product [CH2:1]([C@H:8]1[CH2:13][N:12]([C:14]2[CH:19]=[CH:18][C:17]([O:20][CH3:21])=[C:16]([O:22][CH:23]3[CH2:27][CH2:26][CH2:25][CH2:24]3)[CH:15]=2)[CH2:11][CH2:10][N:9]1[CH2:28][C:29]([NH:38][CH3:32])=[O:30])[C:2]1[CH:3]=[CH:4][CH:5]=[CH:6][CH:7]=1, predict the reactants needed to synthesize it. The reactants are: [CH2:1]([C@H:8]1[CH2:13][N:12]([C:14]2[CH:19]=[CH:18][C:17]([O:20][CH3:21])=[C:16]([O:22][CH:23]3[CH2:27][CH2:26][CH2:25][CH2:24]3)[CH:15]=2)[CH2:11][CH2:10][N:9]1[CH2:28][C:29](O)=[O:30])[C:2]1[CH:7]=[CH:6][CH:5]=[CH:4][CH:3]=1.[CH:32]1([N:38]=C=NC2CCCCC2)CCCCC1.C1COCC1.CN. (4) Given the product [NH2:28][C:26]1[S:27][C:4]([C:5]([C:7]2[CH:12]=[CH:11][C:10]([F:13])=[CH:9][CH:8]=2)=[O:6])=[C:3]([C:2]([F:16])([F:15])[F:1])[N:25]=1, predict the reactants needed to synthesize it. The reactants are: [F:1][C:2]([F:16])([F:15])[C:3](=O)[CH2:4][C:5]([C:7]1[CH:12]=[CH:11][C:10]([F:13])=[CH:9][CH:8]=1)=[O:6].C1C(=O)N(Br)C(=O)C1.[NH2:25][C:26]([NH2:28])=[S:27].